From a dataset of Catalyst prediction with 721,799 reactions and 888 catalyst types from USPTO. Predict which catalyst facilitates the given reaction. (1) Reactant: [F:1][C:2]([F:23])([F:22])[C:3]1[CH:17]=[C:16]([C:18]([F:21])([F:20])[F:19])[CH:15]=[CH:14][C:4]=1[CH2:5][N:6]1[CH2:11][CH2:10][CH:9]([CH:12]=O)[CH2:8][CH2:7]1.[O:24]=[C:25]1[N:29]=[C:28]([NH:30][CH2:31][C:32]([O:34][CH2:35][CH3:36])=[O:33])[CH2:27][S:26]1.C([O-])(=O)C.[NH2+]1CCCCC1. The catalyst class is: 41. Product: [F:23][C:2]([F:1])([F:22])[C:3]1[CH:17]=[C:16]([C:18]([F:21])([F:20])[F:19])[CH:15]=[CH:14][C:4]=1[CH2:5][N:6]1[CH2:11][CH2:10][CH:9](/[CH:12]=[C:27]2/[C:28]([NH:30][CH2:31][C:32]([O:34][CH2:35][CH3:36])=[O:33])=[N:29][C:25](=[O:24])[S:26]/2)[CH2:8][CH2:7]1. (2) Reactant: [F:1][C:2]1[C:7]([F:8])=[C:6]([F:9])[C:5]([F:10])=[C:4]([F:11])[C:3]=1[CH2:12][C:13]([OH:15])=[O:14].S(=O)(=O)(O)O.[CH2:21]=[C:22]([CH3:24])[CH3:23].C(=O)=O.C(=O)([O-])O.[Na+]. Product: [C:22]([O:14][C:13](=[O:15])[CH2:12][C:3]1[C:2]([F:1])=[C:7]([F:8])[C:6]([F:9])=[C:5]([F:10])[C:4]=1[F:11])([CH3:24])([CH3:23])[CH3:21]. The catalyst class is: 28.